From a dataset of Forward reaction prediction with 1.9M reactions from USPTO patents (1976-2016). Predict the product of the given reaction. (1) Given the reactants C(O[C:4]([C:6]1[S:7][C:8]([CH2:12][CH3:13])=[C:9]([OH:11])[N:10]=1)=[O:5])C.[C:14]1([CH3:23])[CH:19]=[CH:18][CH:17]=[C:16]([CH2:20][CH2:21]O)[CH:15]=1.Cl.C[O:26][C:27]([C:29]1([NH2:38])[CH2:37][C:36]2[C:31](=[CH:32][CH:33]=[CH:34][CH:35]=2)[CH2:30]1)=[O:28], predict the reaction product. The product is: [CH2:12]([C:8]1[S:7][C:6]([C:4]([NH:38][C:29]2([C:27]([OH:28])=[O:26])[CH2:30][C:31]3[C:36](=[CH:35][CH:34]=[CH:33][CH:32]=3)[CH2:37]2)=[O:5])=[N:10][C:9]=1[O:11][CH2:21][CH2:20][C:16]1[CH:15]=[C:14]([CH3:23])[CH:19]=[CH:18][CH:17]=1)[CH3:13]. (2) Given the reactants [F:1][C:2]1([F:32])[CH:7]([O:8][C:9]([F:12])([F:11])[F:10])[CH2:6][CH2:5][N:4]([C:13]2[CH:18]=[C:17]([CH2:19][N:20]3C(=O)C4C(=CC=CC=4)C3=O)[C:16]([F:31])=[CH:15][N:14]=2)[CH2:3]1.O.NN, predict the reaction product. The product is: [F:32][C:2]1([F:1])[CH:7]([O:8][C:9]([F:10])([F:11])[F:12])[CH2:6][CH2:5][N:4]([C:13]2[CH:18]=[C:17]([CH2:19][NH2:20])[C:16]([F:31])=[CH:15][N:14]=2)[CH2:3]1. (3) Given the reactants [CH3:1][NH:2][C:3](=[O:31])[CH2:4][CH2:5][CH2:6][CH2:7][CH2:8][CH2:9][CH2:10][CH2:11][CH2:12][CH2:13][CH2:14][N:15]1[C:27]2[C:26]3[CH:25]=[CH:24][CH:23]=[CH:22][C:21]=3[N:20]=[CH:19][C:18]=2[N:17]=[C:16]1[CH2:28][CH2:29][CH3:30].C1C=C(Cl)C=C(C(OO)=O)C=1.C1(C)C=CC(S(Cl)(=O)=O)=CC=1.[OH-].[NH4+:55], predict the reaction product. The product is: [NH2:55][C:19]1[C:18]2[N:17]=[C:16]([CH2:28][CH2:29][CH3:30])[N:15]([CH2:14][CH2:13][CH2:12][CH2:11][CH2:10][CH2:9][CH2:8][CH2:7][CH2:6][CH2:5][CH2:4][C:3]([NH:2][CH3:1])=[O:31])[C:27]=2[C:26]2[CH:25]=[CH:24][CH:23]=[CH:22][C:21]=2[N:20]=1. (4) Given the reactants FC(F)(F)C(O)=O.[F:8][C:9]1[CH:14]=[C:13]([N:15]2[CH:20]=[CH:19][CH:18]=[CH:17][C:16]2=[O:21])[CH:12]=[CH:11][C:10]=1[NH:22][C:23]([N:25]1[CH2:29][C@@H:28]([C:30]([F:33])([F:32])[F:31])[C@H:27]([CH2:34][NH2:35])[CH2:26]1)=[O:24].[Cl:36][C:37]1[S:41][C:40]([C:42](O)=[O:43])=[CH:39][CH:38]=1, predict the reaction product. The product is: [F:8][C:9]1[CH:14]=[C:13]([N:15]2[CH:20]=[CH:19][CH:18]=[CH:17][C:16]2=[O:21])[CH:12]=[CH:11][C:10]=1[NH:22][C:23]([N:25]1[CH2:29][C@@H:28]([C:30]([F:31])([F:32])[F:33])[C@H:27]([CH2:34][NH:35][C:42]([C:40]2[S:41][C:37]([Cl:36])=[CH:38][CH:39]=2)=[O:43])[CH2:26]1)=[O:24]. (5) Given the reactants FC(F)(F)C(O)=O.COC1C=C(OC)C=CC=1[CH2:12][N:13](C)[C:14]1[CH:19]=[CH:18][C:17]([S:20]([NH:23][C:24]2[S:25][CH:26]=[CH:27][N:28]=2)(=[O:22])=[O:21])=[C:16]([F:29])[CH:15]=1.C(Cl)Cl, predict the reaction product. The product is: [F:29][C:16]1[CH:15]=[C:14]([NH:13][CH3:12])[CH:19]=[CH:18][C:17]=1[S:20]([NH:23][C:24]1[S:25][CH:26]=[CH:27][N:28]=1)(=[O:22])=[O:21]. (6) Given the reactants [CH2:1]([N:3]([CH3:10])[CH2:4][CH2:5][C:6]([CH3:9])([NH2:8])[CH3:7])[CH3:2].[C:11](ON1C(=O)CCC1=O)([O:13][CH2:14][C:15]1[CH:20]=[CH:19][CH:18]=[CH:17][CH:16]=1)=[O:12], predict the reaction product. The product is: [CH2:1]([N:3]([CH3:10])[CH2:4][CH2:5][C:6]([NH:8][C:11](=[O:12])[O:13][CH2:14][C:15]1[CH:20]=[CH:19][CH:18]=[CH:17][CH:16]=1)([CH3:9])[CH3:7])[CH3:2]. (7) Given the reactants C([Cl:4])(=O)C.[NH2:5][C:6]1[NH:10][N:9]=[C:8]([NH:11][C:12]2[CH:17]=[C:16]([C:18]([F:21])([F:20])[F:19])[C:15]([C:22]3[CH:27]=[CH:26][C:25]([S:28]([N:31]4[CH2:38][CH2:37][N:36](C(OC(C)(C)C)=O)[CH2:35][C:32]54[CH2:34][CH2:33]5)(=[O:30])=[O:29])=[CH:24][CH:23]=3)=[C:14]([Cl:46])[CH:13]=2)[N:7]=1, predict the reaction product. The product is: [ClH:4].[CH2:33]1[C:32]2([CH2:35][NH:36][CH2:37][CH2:38][N:31]2[S:28]([C:25]2[CH:24]=[CH:23][C:22]([C:15]3[C:16]([C:18]([F:21])([F:20])[F:19])=[CH:17][C:12]([NH:11][C:8]4[N:7]=[C:6]([NH2:5])[NH:10][N:9]=4)=[CH:13][C:14]=3[Cl:46])=[CH:27][CH:26]=2)(=[O:29])=[O:30])[CH2:34]1. (8) Given the reactants [C:1]1([C:7]#[C:8][C:9]2[CH:14]=[CH:13][CH:12]=[CH:11][N:10]=2)[CH:6]=[CH:5][CH:4]=[CH:3][CH:2]=1.C1(C)C=C(C)C=C(C)C=1S(O[NH2:27])(=O)=O.C(OCC)C.C([O-])([O-])=O.[K+].[K+], predict the reaction product. The product is: [C:1]1([C:7]2[CH:8]=[C:9]3[CH:14]=[CH:13][CH:12]=[CH:11][N:10]3[N:27]=2)[CH:2]=[CH:3][CH:4]=[CH:5][CH:6]=1.[C:1]1([C:7]#[C:8][C:9]2[CH:14]=[CH:13][CH:12]=[CH:11][N:10]=2)[CH:2]=[CH:3][CH:4]=[CH:5][CH:6]=1. (9) Given the reactants [CH3:1][CH:2]([CH3:5])[C:3]#[CH:4].C(N(CC)CC)C.Br[C:14]1[CH:35]=[CH:34][C:17]([C:18]([NH:20][S:21]([C:24]2[CH:29]=[CH:28][CH:27]=[CH:26][C:25]=2[S:30](=[O:33])(=[O:32])[NH2:31])(=[O:23])=[O:22])=[O:19])=[CH:16][C:15]=1[O:36][CH3:37], predict the reaction product. The product is: [CH3:37][O:36][C:15]1[CH:16]=[C:17]([CH:34]=[CH:35][C:14]=1[C:4]#[C:3][CH:2]([CH3:5])[CH3:1])[C:18]([NH:20][S:21]([C:24]1[CH:29]=[CH:28][CH:27]=[CH:26][C:25]=1[S:30](=[O:33])(=[O:32])[NH2:31])(=[O:23])=[O:22])=[O:19].